From a dataset of Reaction yield outcomes from USPTO patents with 853,638 reactions. Predict the reaction yield, written as a fraction of the theoretical maximum amount of product (1.0 means a 100% yield; for example, 0.34 means a 34% yield). (1) The reactants are C[O:2][C:3](=O)[CH2:4][CH2:5][C:6]1[CH:11]=[CH:10][C:9]([F:12])=[CH:8][C:7]=1[S:13]([N:16]1[CH2:21][CH2:20][O:19][CH2:18][CH2:17]1)(=[O:15])=[O:14].CC(C[AlH]CC(C)C)C. The catalyst is C1(C)C=CC=CC=1. The product is [F:12][C:9]1[CH:10]=[CH:11][C:6]([CH2:5][CH2:4][CH:3]=[O:2])=[C:7]([S:13]([N:16]2[CH2:17][CH2:18][O:19][CH2:20][CH2:21]2)(=[O:14])=[O:15])[CH:8]=1. The yield is 0.470. (2) The reactants are [F:1][C:2]1[C:7]([CH:8]=[O:9])=[CH:6][CH:5]=[CH:4][C:3]=1[NH:10][S:11]([C:14]1[CH:19]=[CH:18][C:17]([C:20]([F:23])([F:22])[F:21])=[CH:16][CH:15]=1)(=[O:13])=[O:12].[N:24]1[C:29]2[NH:30][CH:31]=[CH:32][C:28]=2[CH:27]=[N:26][CH:25]=1.[OH-].[K+].O. The catalyst is CO. The product is [F:1][C:2]1[C:7]([CH:8]([OH:9])[C:32]2[C:28]3[CH:27]=[N:26][CH:25]=[N:24][C:29]=3[NH:30][CH:31]=2)=[CH:6][CH:5]=[CH:4][C:3]=1[NH:10][S:11]([C:14]1[CH:19]=[CH:18][C:17]([C:20]([F:23])([F:21])[F:22])=[CH:16][CH:15]=1)(=[O:13])=[O:12]. The yield is 0.440. (3) The reactants are [F:1][C:2]1[CH:7]=[CH:6][C:5]([F:8])=[CH:4][C:3]=1[C@H:9]1[CH2:13][CH2:12][CH2:11][N:10]1[C:14]1[CH:19]=[CH:18][N:17]2[N:20]=[CH:21][C:22]([C:23]([O:25]CC)=[O:24])=[C:16]2[N:15]=1.[Li+].[OH-]. The catalyst is CCO. The product is [F:1][C:2]1[CH:7]=[CH:6][C:5]([F:8])=[CH:4][C:3]=1[C@H:9]1[CH2:13][CH2:12][CH2:11][N:10]1[C:14]1[CH:19]=[CH:18][N:17]2[N:20]=[CH:21][C:22]([C:23]([OH:25])=[O:24])=[C:16]2[N:15]=1. The yield is 0.924. (4) The reactants are [CH2:1]([CH:3]1[CH2:7][C:6](=[O:8])[CH2:5][CH:4]1[C:9]([O:11][CH2:12][CH3:13])=[O:10])[CH3:2].[CH2:14](O)[CH2:15][OH:16].C(OC(OCC)OCC)C.O.C1(C)C=CC(S(O)(=O)=O)=CC=1. The catalyst is C(Cl)Cl.CCOC(C)=O. The product is [CH2:1]([CH:3]1[CH2:7][C:6]2([O:16][CH2:15][CH2:14][O:8]2)[CH2:5][CH:4]1[C:9]([O:11][CH2:12][CH3:13])=[O:10])[CH3:2]. The yield is 0.830. (5) The reactants are O[CH2:2][CH2:3][C:4]1[CH:9]=[CH:8][C:7]([O:10][C:11](=[O:20])[N:12]([CH3:19])[C:13]2[CH:18]=[CH:17][CH:16]=[CH:15][CH:14]=2)=[CH:6][CH:5]=1.[C:21]1(=[O:31])[C:29]2[C:24](=[CH:25][CH:26]=[CH:27][CH:28]=2)[C:23](=[O:30])[NH:22]1. No catalyst specified. The product is [O:31]=[C:21]1[C:29]2[C:24](=[CH:25][CH:26]=[CH:27][CH:28]=2)[C:23](=[O:30])[N:22]1[CH2:2][CH2:3][C:4]1[CH:9]=[CH:8][C:7]([O:10][C:11](=[O:20])[N:12]([CH3:19])[C:13]2[CH:18]=[CH:17][CH:16]=[CH:15][CH:14]=2)=[CH:6][CH:5]=1. The yield is 0.390.